This data is from Forward reaction prediction with 1.9M reactions from USPTO patents (1976-2016). The task is: Predict the product of the given reaction. (1) Given the reactants Br[C:2]1[CH:3]=[C:4]([NH:10][C:11]2[CH:16]=[C:15]([CH3:17])[N:14]=[CH:13][N:12]=2)[C:5](=[O:9])[N:6]([CH3:8])[CH:7]=1.[B:18]1([B:18]2[O:22][C:21]([CH3:24])([CH3:23])[C:20]([CH3:26])([CH3:25])[O:19]2)[O:22][C:21]([CH3:24])([CH3:23])[C:20]([CH3:26])([CH3:25])[O:19]1.CC(C1C=C(C(C)C)C(C2C=CC=CC=2P(C2CCCCC2)C2CCCCC2)=C(C(C)C)C=1)C.C([O-])(=O)C.[K+], predict the reaction product. The product is: [CH3:8][N:6]1[CH:7]=[C:2]([B:18]2[O:22][C:21]([CH3:24])([CH3:23])[C:20]([CH3:26])([CH3:25])[O:19]2)[CH:3]=[C:4]([NH:10][C:11]2[CH:16]=[C:15]([CH3:17])[N:14]=[CH:13][N:12]=2)[C:5]1=[O:9]. (2) Given the reactants C[O:2][C:3]([C:5]1[N:6]=[N:7][N:8]([CH2:10][CH2:11][NH:12][C:13](=[O:26])[C:14]2[CH:19]=[CH:18][C:17]([C:20]([F:23])([F:22])[F:21])=[CH:16][C:15]=2[O:24][CH3:25])[CH:9]=1)=[O:4].[OH-].[Li+].O, predict the reaction product. The product is: [CH3:25][O:24][C:15]1[CH:16]=[C:17]([C:20]([F:23])([F:21])[F:22])[CH:18]=[CH:19][C:14]=1[C:13]([NH:12][CH2:11][CH2:10][N:8]1[CH:9]=[C:5]([C:3]([OH:4])=[O:2])[N:6]=[N:7]1)=[O:26]. (3) Given the reactants [CH3:1][N:2]1[C:6]2[CH:7]=[CH:8][CH:9]=[CH:10][C:5]=2[N:4]([CH3:11])[C:3]1=[O:12].[Cl:13][C:14]1[CH:19]=[CH:18][CH:17]=[CH:16][C:15]=1[CH2:20][CH2:21][N:22]([CH3:31])[CH:23]([CH3:30])[CH2:24][CH2:25][CH2:26][C:27](O)=[O:28], predict the reaction product. The product is: [ClH:13].[CH3:11][N:4]1[C:5]2[CH:10]=[CH:9][C:8]([C:27](=[O:28])[CH2:26][CH2:25][CH2:24][CH:23]([N:22]([CH2:21][CH2:20][C:15]3[CH:16]=[CH:17][CH:18]=[CH:19][C:14]=3[Cl:13])[CH3:31])[CH3:30])=[CH:7][C:6]=2[N:2]([CH3:1])[C:3]1=[O:12]. (4) Given the reactants [N:1]1[C:2]([CH:13]=[O:14])=[CH:3][N:4]2[C:8]3[CH2:9][CH2:10][CH2:11][CH2:12][C:7]=3[S:6][C:5]=12.[N+:15]([C:18]1[CH:36]=[CH:35][C:21]([CH2:22][O:23][C:24]([C:26]2[N:27]3[C@H:30]([S:31][CH:32]=2)[C@@H:29]([Br:33])[C:28]3=[O:34])=[O:25])=[CH:20][CH:19]=1)([O-:17])=[O:16].[Mg+2].[Br-].[Br-].[O:40](CC)[CH2:41][CH3:42].C(OC(=O)C)(=O)C, predict the reaction product. The product is: [C:41]([O:14][CH:13]([C:2]1[N:1]=[C:5]2[N:4]([CH:3]=1)[C:8]1[CH2:9][CH2:10][CH2:11][CH2:12][C:7]=1[S:6]2)[C:29]1([Br:33])[C:28](=[O:34])[N:27]2[C@@H:30]1[S:31][CH:32]=[C:26]2[C:24]([O:23][CH2:22][C:21]1[CH:35]=[CH:36][C:18]([N+:15]([O-:17])=[O:16])=[CH:19][CH:20]=1)=[O:25])(=[O:40])[CH3:42]. (5) Given the reactants [Cl:1][C:2]1[CH:3]=[N:4][C:5]2[N:6]([N:8]=[C:9]([C:11]([OH:13])=O)[CH:10]=2)[CH:7]=1.[S:14]1[CH:18]=[CH:17][C:16]([C:19]2[N:23]3[CH2:24][CH2:25][NH:26][CH2:27][C:22]3=[N:21][N:20]=2)=[CH:15]1, predict the reaction product. The product is: [Cl:1][C:2]1[CH:3]=[N:4][C:5]2[N:6]([N:8]=[C:9]([C:11]([N:26]3[CH2:25][CH2:24][N:23]4[C:19]([C:16]5[CH:17]=[CH:18][S:14][CH:15]=5)=[N:20][N:21]=[C:22]4[CH2:27]3)=[O:13])[CH:10]=2)[CH:7]=1. (6) Given the reactants C(O)(C(F)(F)F)=O.OC(C(F)(F)F)=O.[CH3:15][CH:16]1[CH2:21][CH2:20][N:19]([C:22]([C:24]2[CH:32]=[CH:31][C:30]3[N:29]([CH2:33][CH2:34][CH3:35])[C:28]4[CH2:36][CH2:37][NH:38][CH2:39][C:27]=4[C:26]=3[CH:25]=2)=[O:23])[CH2:18][CH2:17]1.[O:40]1[CH2:45][CH2:44][C:43](=O)[CH2:42][CH2:41]1, predict the reaction product. The product is: [CH3:15][CH:16]1[CH2:21][CH2:20][N:19]([C:22]([C:24]2[CH:32]=[CH:31][C:30]3[N:29]([CH2:33][CH2:34][CH3:35])[C:28]4[CH2:36][CH2:37][N:38]([CH:43]5[CH2:44][CH2:45][O:40][CH2:41][CH2:42]5)[CH2:39][C:27]=4[C:26]=3[CH:25]=2)=[O:23])[CH2:18][CH2:17]1.